This data is from Reaction yield outcomes from USPTO patents with 853,638 reactions. The task is: Predict the reaction yield, written as a fraction of the theoretical maximum amount of product (1.0 means a 100% yield; for example, 0.34 means a 34% yield). (1) The reactants are [OH:1][C:2]1[CH:7]=[CH:6][C:5]([C:8]2[CH:9]=[C:10]([C:25]([OH:27])=O)[C:11]3[C:16]([CH:17]=[CH2:18])=[N:15][N:14]([CH:19]4[CH2:24][CH2:23][CH2:22][CH2:21][O:20]4)[C:12]=3[N:13]=2)=[CH:4][CH:3]=1.[C:28]([N:35]1[CH2:40][CH2:39][NH:38][CH2:37][CH2:36]1)([O:30][C:31]([CH3:34])([CH3:33])[CH3:32])=[O:29].ON1C2C=CC=CC=2N=N1.Cl.CN(C)CCCN=C=NCC. The catalyst is O1CCCC1.CN(C)C(=O)C. The product is [C:31]([O:30][C:28]([N:35]1[CH2:40][CH2:39][N:38]([C:25]([C:10]2[C:11]3[C:16]([CH:17]=[CH2:18])=[N:15][N:14]([CH:19]4[CH2:24][CH2:23][CH2:22][CH2:21][O:20]4)[C:12]=3[N:13]=[C:8]([C:5]3[CH:4]=[CH:3][C:2]([OH:1])=[CH:7][CH:6]=3)[CH:9]=2)=[O:27])[CH2:37][CH2:36]1)=[O:29])([CH3:34])([CH3:32])[CH3:33]. The yield is 0.900. (2) The reactants are C1(C(C2C=CC=CC=2)([C@H]2CCCN2)O)C=CC=CC=1.COB(OC)OC.B.C(N(CC)C1C=CC=CC=1)C.[O:39]=[C:40]([C:75]1[C:103]([F:104])=[CH:102][C:78]2[N:79]([CH2:94][O:95][CH2:96][CH2:97][Si:98]([CH3:101])([CH3:100])[CH3:99])[C:80]([C@@H:82]3[CH2:86][CH2:85][CH2:84][N:83]3[C:87]([O:89][C:90]([CH3:93])([CH3:92])[CH3:91])=[O:88])=[N:81][C:77]=2[CH:76]=1)[CH2:41][CH2:42][C:43]([C:45]1[C:73]([F:74])=[CH:72][C:48]2[N:49]([CH2:64][O:65][CH2:66][CH2:67][Si:68]([CH3:71])([CH3:70])[CH3:69])[C:50]([C@@H:52]3[CH2:56][CH2:55][CH2:54][N:53]3[C:57]([O:59][C:60]([CH3:63])([CH3:62])[CH3:61])=[O:58])=[N:51][C:47]=2[CH:46]=1)=[O:44].CO.Cl. The catalyst is C1COCC1. The product is [OH:44][C@H:43]([C:45]1[C:73]([F:74])=[CH:72][C:48]2[N:49]([CH2:64][O:65][CH2:66][CH2:67][Si:68]([CH3:71])([CH3:70])[CH3:69])[C:50]([C@@H:52]3[CH2:56][CH2:55][CH2:54][N:53]3[C:57]([O:59][C:60]([CH3:61])([CH3:62])[CH3:63])=[O:58])=[N:51][C:47]=2[CH:46]=1)[CH2:42][CH2:41][C@@H:40]([C:75]1[C:103]([F:104])=[CH:102][C:78]2[N:79]([CH2:94][O:95][CH2:96][CH2:97][Si:98]([CH3:99])([CH3:100])[CH3:101])[C:80]([C@@H:82]3[CH2:86][CH2:85][CH2:84][N:83]3[C:87]([O:89][C:90]([CH3:91])([CH3:92])[CH3:93])=[O:88])=[N:81][C:77]=2[CH:76]=1)[OH:39]. The yield is 0.930. (3) The reactants are [Br:1][C:2]1[CH:7]=[CH:6][C:5]([C:8](=O)[CH2:9][C:10](=O)[C:11]([F:14])([F:13])[F:12])=[CH:4][CH:3]=1.[NH2:17][C:18]1[C:22]([C:23]2[CH:28]=[C:27]([CH3:29])[N:26]=[C:25]([CH3:30])[CH:24]=2)=[CH:21][NH:20][N:19]=1. No catalyst specified. The product is [Br:1][C:2]1[CH:7]=[CH:6][C:5]([C:8]2[CH:9]=[C:10]([C:11]([F:14])([F:13])[F:12])[N:19]3[N:20]=[CH:21][C:22]([C:23]4[CH:28]=[C:27]([CH3:29])[N:26]=[C:25]([CH3:30])[CH:24]=4)=[C:18]3[N:17]=2)=[CH:4][CH:3]=1. The yield is 0.420. (4) The reactants are COC(=O)NC(C(N1CCCC1C1NC(C2C=CC(Br)=CC=2)=CN=1)=O)C(C)C.C(OC([N:36]1[CH2:40][CH2:39][CH2:38][CH:37]1[C:41]1[NH:45][C:44]2[CH:46]=[C:47]([Br:50])[CH:48]=[CH:49][C:43]=2[N:42]=1)=O)(C)(C)C. No catalyst specified. The product is [Br:50][C:47]1[CH:48]=[CH:49][C:43]2[N:42]=[C:41]([CH:37]3[CH2:38][CH2:39][CH2:40][NH:36]3)[NH:45][C:44]=2[CH:46]=1. The yield is 0.660. (5) The reactants are [H-].[Na+].[Br:3][C:4]1[N:5]=[C:6]([C:11]#[C:12][CH3:13])[C:7]([NH2:10])=[N:8][CH:9]=1.[C:14]1([CH3:24])[CH:19]=[CH:18][C:17]([S:20](Cl)(=[O:22])=[O:21])=[CH:16][CH:15]=1.Cl. The catalyst is CN1C(=O)CCC1. The product is [Br:3][C:4]1[N:5]=[C:6]2[CH:11]=[C:12]([CH3:13])[N:10]([S:20]([C:17]3[CH:18]=[CH:19][C:14]([CH3:24])=[CH:15][CH:16]=3)(=[O:22])=[O:21])[C:7]2=[N:8][CH:9]=1. The yield is 0.740.